From a dataset of Forward reaction prediction with 1.9M reactions from USPTO patents (1976-2016). Predict the product of the given reaction. (1) Given the reactants [CH3:1][C:2]1[CH:16]=[CH:15][C:5]([O:6][C:7]2[CH:8]=[C:9]([CH:12]=[CH:13][CH:14]=2)[C:10]#[N:11])=[CH:4][CH:3]=1.[H-].[Al+3].[Li+].[H-].[H-].[H-].O.[OH-].[Na+], predict the reaction product. The product is: [CH3:1][C:2]1[CH:16]=[CH:15][C:5]([O:6][C:7]2[CH:8]=[C:9]([CH:12]=[CH:13][CH:14]=2)[CH2:10][NH2:11])=[CH:4][CH:3]=1. (2) Given the reactants [CH3:1][C:2]1[N:6]=[C:5]([C:7]2[C:8]3[CH2:25][CH2:24][CH2:23][C:9]=3[S:10][C:11]=2[NH:12][C:13]([C:15]2[CH2:19][CH2:18][CH2:17][C:16]=2[C:20]([OH:22])=[O:21])=[O:14])[O:4][N:3]=1.[C:26]12C(=O)OC(=O)C=1CCCC2, predict the reaction product. The product is: [CH3:1][C:2]1[N:6]=[C:5]([C:7]2[C:8]3[CH2:25][CH2:24][CH2:23][C:9]=3[S:10][C:11]=2[NH:12][C:13]([C:15]2[CH2:26][CH2:19][CH2:18][CH2:17][C:16]=2[C:20]([OH:22])=[O:21])=[O:14])[O:4][N:3]=1. (3) Given the reactants [CH:1]([N-]C(C)C)(C)C.[Li+].O1CCC[CH2:11][CH:10]1[CH2:15][C:16]([O:18][CH2:19][CH3:20])=[O:17].BrC(Br)C.[O:25]1[CH2:29][CH2:28][CH2:27][CH2:26]1, predict the reaction product. The product is: [O:25]1[CH2:29][CH2:28][CH:27]([C:15]2([C:16]([O:18][CH2:19][CH3:20])=[O:17])[CH2:10][CH2:11]2)[CH2:26][CH2:1]1. (4) Given the reactants [NH2:1][C:2]1[N:7]=[C:6]2[CH2:8][CH2:9][CH2:10][C:5]2=[CH:4][C:3]=1[C:11]([OH:13])=O.C(N(CC)CC)C.F[P-](F)(F)(F)(F)F.N1(O[P+](N(C)C)(N(C)C)N(C)C)C2C=CC=CC=2N=N1.[O:48]([C:55]1[S:59][C:58]([CH2:60][NH2:61])=[CH:57][CH:56]=1)[C:49]1[CH:54]=[CH:53][CH:52]=[CH:51][CH:50]=1, predict the reaction product. The product is: [O:48]([C:55]1[S:59][C:58]([CH2:60][NH:61][C:11]([C:3]2[CH:4]=[C:5]3[CH2:10][CH2:9][CH2:8][C:6]3=[N:7][C:2]=2[NH2:1])=[O:13])=[CH:57][CH:56]=1)[C:49]1[CH:50]=[CH:51][CH:52]=[CH:53][CH:54]=1. (5) Given the reactants [CH3:1][O:2][C:3]1[CH:4]=[C:5]2[C:10](=[CH:11][C:12]=1[O:13][CH3:14])[C:9](=[CH:15][C:16]([O:18][CH2:19][CH3:20])=[O:17])[NH:8][CH2:7][CH2:6]2.[OH:21][C:22]1[CH:23]=[C:24]([CH:27]=[C:28]([OH:30])[CH:29]=1)[CH:25]=O.[N+]([CH2:34][CH3:35])([O-])=O.N1CCCCC1, predict the reaction product. The product is: [OH:21][C:22]1[CH:23]=[C:24]([C:25]2[C:15]([C:16]([O:18][CH2:19][CH3:20])=[O:17])=[C:9]3[C:10]4[C:5](=[CH:4][C:3]([O:2][CH3:1])=[C:12]([O:13][CH3:14])[CH:11]=4)[CH2:6][CH2:7][N:8]3[C:34]=2[CH3:35])[CH:27]=[C:28]([OH:30])[CH:29]=1. (6) The product is: [NH2:18][CH:19]([CH2:40][C:41]1[CH:42]=[CH:43][C:44]([Cl:47])=[CH:45][CH:46]=1)[C:20]([N:22]1[CH2:27][CH2:26][C:25]([CH:34]2[CH2:35][CH2:36][CH2:37][CH2:38][CH2:39]2)([CH2:28][N:29]2[CH:33]=[N:32][CH:31]=[N:30]2)[CH2:24][CH2:23]1)=[O:21]. Given the reactants FC(F)(F)C(O)=O.ClCCl.O.C(OC(=O)[NH:18][CH:19]([CH2:40][C:41]1[CH:46]=[CH:45][C:44]([Cl:47])=[CH:43][CH:42]=1)[C:20]([N:22]1[CH2:27][CH2:26][C:25]([CH:34]2[CH2:39][CH2:38][CH2:37][CH2:36][CH2:35]2)([CH2:28][N:29]2[CH:33]=[N:32][CH:31]=[N:30]2)[CH2:24][CH2:23]1)=[O:21])(C)(C)C, predict the reaction product. (7) Given the reactants [Br:1][C:2]1[CH:3]=[C:4]([OH:13])[CH:5]=[CH:6][C:7]=1[O:8][C:9]([F:12])([F:11])[F:10].[C:14]([O-])([O-])=O.[K+].[K+].CI, predict the reaction product. The product is: [Br:1][C:2]1[CH:3]=[C:4]([O:13][CH3:14])[CH:5]=[CH:6][C:7]=1[O:8][C:9]([F:11])([F:12])[F:10].